Predict the product of the given reaction. From a dataset of Forward reaction prediction with 1.9M reactions from USPTO patents (1976-2016). Given the reactants Cl.[CH3:2][NH:3][CH2:4][CH2:5][CH2:6][S:7][CH2:8][CH2:9][OH:10].[C:11]1([CH2:17][CH:18]=O)[CH:16]=[CH:15][CH:14]=[CH:13][CH:12]=1.C(O)(=O)C.C(O[BH-](OC(=O)C)OC(=O)C)(=O)C.[Na+], predict the reaction product. The product is: [CH3:2][N:3]([CH2:18][CH2:17][C:11]1[CH:16]=[CH:15][CH:14]=[CH:13][CH:12]=1)[CH2:4][CH2:5][CH2:6][S:7][CH2:8][CH2:9][OH:10].